From a dataset of Catalyst prediction with 721,799 reactions and 888 catalyst types from USPTO. Predict which catalyst facilitates the given reaction. The catalyst class is: 8. Reactant: C([N:4]1[C:12]2[C:7](=[CH:8][C:9]([C:13]([O:15][CH2:16][CH3:17])=[O:14])=[CH:10][CH:11]=2)[CH:6]=[N:5]1)(=O)C.Cl.O.O.N. Product: [NH:4]1[C:12]2[C:7](=[CH:8][C:9]([C:13]([O:15][CH2:16][CH3:17])=[O:14])=[CH:10][CH:11]=2)[CH:6]=[N:5]1.